This data is from Forward reaction prediction with 1.9M reactions from USPTO patents (1976-2016). The task is: Predict the product of the given reaction. (1) Given the reactants [H-].[H-].[H-].[H-].[Li+].[Al+3].[CH3:7][CH:8]1[CH2:13][CH2:12][CH2:11][CH:10]([CH3:14])[N:9]1[CH2:15][C:16]1[CH:21]=[C:20]([C:22](OC)=[O:23])[CH:19]=[CH:18][C:17]=1[C:26]1[CH:31]=[C:30]([O:32][CH3:33])[CH:29]=[CH:28][C:27]=1[F:34], predict the reaction product. The product is: [CH3:7][CH:8]1[CH2:13][CH2:12][CH2:11][CH:10]([CH3:14])[N:9]1[CH2:15][C:16]1[CH:21]=[C:20]([CH2:22][OH:23])[CH:19]=[CH:18][C:17]=1[C:26]1[CH:31]=[C:30]([O:32][CH3:33])[CH:29]=[CH:28][C:27]=1[F:34]. (2) Given the reactants [C:1]([NH:5][S:6]([C:9]1[C:10]([CH3:26])=[C:11]([C:16]2[CH:21]=[CH:20][N:19]=[C:18]([NH:22][C:23](=[O:25])[CH3:24])[CH:17]=2)[CH:12]=[N:13][C:14]=1Cl)(=[O:8])=[O:7])([CH3:4])([CH3:3])[CH3:2], predict the reaction product. The product is: [C:1]([NH:5][S:6]([C:9]1[C:10]([CH3:26])=[C:11]([C:16]2[CH:21]=[CH:20][N:19]=[C:18]([NH:22][C:23](=[O:25])[CH3:24])[CH:17]=2)[CH:12]=[N:13][CH:14]=1)(=[O:7])=[O:8])([CH3:4])([CH3:3])[CH3:2].